From a dataset of Forward reaction prediction with 1.9M reactions from USPTO patents (1976-2016). Predict the product of the given reaction. (1) The product is: [F:8][C:6]1[CH:7]=[C:2]([F:1])[CH:3]=[C:4]2[C:5]=1[CH:12]=[CH:11][C:10](=[O:19])[NH:9]2. Given the reactants [F:1][C:2]1[CH:3]=[C:4]([NH:9][C:10](=[O:19])/[CH:11]=[CH:12]/C2C=CC=CC=2)[CH:5]=[C:6]([F:8])[CH:7]=1.[Cl-].[Cl-].[Cl-].[Al+3].FC1C(F)=C2C(C=CC(=O)N2)=CC=1, predict the reaction product. (2) Given the reactants [OH:1][C:2]([CH3:21])([CH3:20])[CH2:3][C:4]1[N:8]([CH2:9][O:10][CH2:11][CH2:12][Si:13]([CH3:16])([CH3:15])[CH3:14])[N:7]=[C:6]([C:17]([OH:19])=O)[CH:5]=1.[NH2:22][C@@H:23]([CH3:40])[CH2:24][N:25]1[CH:29]=[CH:28][C:27]([C:30]2[CH:37]=[C:36]([F:38])[C:33]([C:34]#[N:35])=[C:32]([Cl:39])[CH:31]=2)=[N:26]1, predict the reaction product. The product is: [Cl:39][C:32]1[CH:31]=[C:30]([C:27]2[CH:28]=[CH:29][N:25]([CH2:24][C@@H:23]([NH:22][C:17]([C:6]3[CH:5]=[C:4]([CH2:3][C:2]([OH:1])([CH3:21])[CH3:20])[N:8]([CH2:9][O:10][CH2:11][CH2:12][Si:13]([CH3:14])([CH3:15])[CH3:16])[N:7]=3)=[O:19])[CH3:40])[N:26]=2)[CH:37]=[C:36]([F:38])[C:33]=1[C:34]#[N:35]. (3) Given the reactants [CH3:1][O:2][C:3]1[CH:12]=[C:11]([O:13][CH3:14])[CH:10]=[C:9]2[C:4]=1[CH2:5][O:6][C:7]2=[O:8].[CH2:15]([O:22][C:23]1[CH:24]=[CH:25][C:26]([N+:31]([O-])=O)=[C:27]([CH:30]=1)[CH:28]=O)[C:16]1[CH:21]=[CH:20][CH:19]=[CH:18][CH:17]=1, predict the reaction product. The product is: [CH2:15]([O:22][C:23]1[CH:24]=[CH:25][C:26]2[NH:31][C:7]3[C:9]4[C:4]([C:5](=[O:6])[C:28]=3[C:27]=2[CH:30]=1)=[C:3]([O:2][CH3:1])[CH:12]=[C:11]([O:13][CH3:14])[CH:10]=4)[C:16]1[CH:17]=[CH:18][CH:19]=[CH:20][CH:21]=1.[CH2:15]([O:22][C:23]1[CH:24]=[CH:25][C:26]2[NH:31][C:5]3[C:4]4[C:9]([C:7](=[O:8])[C:28]=3[C:27]=2[CH:30]=1)=[CH:10][C:11]([O:13][CH3:14])=[CH:12][C:3]=4[O:2][CH3:1])[C:16]1[CH:17]=[CH:18][CH:19]=[CH:20][CH:21]=1. (4) Given the reactants CO[C:3](=[O:25])[C:4]1[CH:9]=[CH:8][C:7]([O:10][CH2:11][C:12]2[C:13]([C:18]3[CH:23]=[CH:22][C:21]([Cl:24])=[CH:20][N:19]=3)=[N:14][O:15][C:16]=2[CH3:17])=[N:6][CH:5]=1.COC(=O)C1C=CC(OC[C:37]2[C:38]([C:43]3[CH:48]=CC=CC=3F)=N[O:40][C:41]=2C)=NC=1.[NH2:51]C1CCOCC1, predict the reaction product. The product is: [Cl:24][C:21]1[CH:22]=[CH:23][C:18]([C:13]2[C:12]([CH2:11][O:10][C:7]3[CH:8]=[CH:9][C:4]([C:3]([NH2:51])=[O:25])=[C:5]([CH:38]4[CH2:43][CH2:48][O:40][CH2:41][CH2:37]4)[N:6]=3)=[C:16]([CH3:17])[O:15][N:14]=2)=[N:19][CH:20]=1. (5) Given the reactants [O:1]1[CH2:3][CH:2]1[CH2:4][N:5]([CH2:15][CH:16]1[CH2:18][O:17]1)[S:6]([C:9]1[CH:14]=[CH:13][CH:12]=[CH:11][CH:10]=1)(=[O:8])=[O:7].S(=O)(=O)(O)[OH:20].[Cl-].[Na+], predict the reaction product. The product is: [OH:17][CH2:18][C@H:16]1[O:20][C@@H:2]([CH2:3][OH:1])[CH2:4][N:5]([S:6]([C:9]2[CH:10]=[CH:11][CH:12]=[CH:13][CH:14]=2)(=[O:7])=[O:8])[CH2:15]1. (6) Given the reactants FC(F)(F)C(O)=O.C([SiH](CC)CC)C.C1(C([O:28][C:29]([C:31]2[N:32]3[CH:35]([CH2:36][CH2:37][C:38]=2[S:39][C:40]2[S:41][CH:42]=[N:43][N:44]=2)[C@@H:34]([NH:45][C:46](=[O:76])/[C:47](/[C:69]2[N:70]=[C:71]([NH2:75])[S:72][C:73]=2[Cl:74])=[N:48]\[O:49]C(C2C=CC=CC=2)(C2C=CC=CC=2)C2C=CC=CC=2)[C:33]3=[O:77])=[O:30])C2C=CC=CC=2)C=CC=CC=1, predict the reaction product. The product is: [NH2:75][C:71]1[S:72][C:73]([Cl:74])=[C:69](/[C:47](=[N:48]/[OH:49])/[C:46]([NH:45][C@H:34]2[C:33](=[O:77])[N:32]3[CH:35]2[CH2:36][CH2:37][C:38]([S:39][C:40]2[S:41][CH:42]=[N:43][N:44]=2)=[C:31]3[C:29]([OH:30])=[O:28])=[O:76])[N:70]=1. (7) Given the reactants [OH-:1].[Na+].Cl[CH2:4][C:5]1[CH:10]=[CH:9][C:8]([CH3:11])=[C:7]([F:12])[CH:6]=1, predict the reaction product. The product is: [F:12][C:7]1[CH:6]=[C:5]([CH2:4][C:5]([CH3:10])([CH3:6])[CH:4]=[O:1])[CH:10]=[CH:9][C:8]=1[CH3:11].